The task is: Regression/Classification. Given a drug SMILES string, predict its toxicity properties. Task type varies by dataset: regression for continuous values (e.g., LD50, hERG inhibition percentage) or binary classification for toxic/non-toxic outcomes (e.g., AMES mutagenicity, cardiotoxicity, hepatotoxicity). Dataset: herg_karim.. This data is from hERG potassium channel inhibition data for cardiac toxicity prediction from Karim et al.. (1) The drug is Nc1nnc2c3cc(-c4ccccc4)c(-c4ccc(CN5CCC(c6nnc(-c7ccccn7)[nH]6)CC5)cc4)nc3ccn12. The result is 1 (blocker). (2) The molecule is C[C@@H]1CCCN1CCCOc1ccc(N2CCN(C(=O)c3ccc(F)cc3)CC2=O)cc1. The result is 0 (non-blocker). (3) The drug is COC(=O)N[C@@H]1CC(C)(C)c2ccc(Nc3nc(NCC(F)F)c4occc4n3)cc2NC1=O. The result is 0 (non-blocker). (4) The result is 1 (blocker). The compound is CC(C)(O)c1cc(C(F)(F)F)cc(S(=O)(=O)N2CCN(C(=O)C3CC3c3ccc(C(F)(F)F)cc3)CC2)c1. (5) The molecule is CC(C)Oc1ccc(F)cc1-c1ccc(N2C[C@H](CNC(=O)c3ccc(-c4nc5cc(C#N)cc(C(C)C)c5o4)cc3)OC2=O)nc1. The result is 0 (non-blocker). (6) The drug is CN1CCN(Cc2ccc3c(c2)Cc2c-3n[nH]c2-c2csc(C#CCOc3ccccc3Cl)c2)CC1. The result is 1 (blocker). (7) The compound is CC(c1ccc(OCCCN2CCC(c3noc4cc(F)ccc34)CC2)cc1)c1nc2ccccc2o1. The result is 1 (blocker).